From a dataset of Peptide-MHC class I binding affinity with 185,985 pairs from IEDB/IMGT. Regression. Given a peptide amino acid sequence and an MHC pseudo amino acid sequence, predict their binding affinity value. This is MHC class I binding data. (1) The peptide sequence is NGAVAVLKY. The MHC is HLA-A01:01 with pseudo-sequence HLA-A01:01. The binding affinity (normalized) is 0.171. (2) The peptide sequence is FERDISNVPF. The MHC is HLA-B44:03 with pseudo-sequence HLA-B44:03. The binding affinity (normalized) is 0.404. (3) The peptide sequence is KYGRLFNEI. The MHC is H-2-Kd with pseudo-sequence H-2-Kd. The binding affinity (normalized) is 0.993. (4) The peptide sequence is IMRVCRHL. The MHC is H-2-Db with pseudo-sequence H-2-Db. The binding affinity (normalized) is 0.00716. (5) The peptide sequence is PVDEYITTY. The MHC is HLA-A11:01 with pseudo-sequence HLA-A11:01. The binding affinity (normalized) is 0.0847.